From a dataset of In vitro SARS-CoV-2 activity screen of 1,480 approved drugs from Prestwick library. Binary Classification. Given a drug SMILES string, predict its activity (active/inactive) in a high-throughput screening assay against a specified biological target. (1) The molecule is CC(C)(C)C(=O)C(Oc1ccc(Cl)cc1)n1ccnc1. The result is 0 (inactive). (2) The compound is O=c1cc(-c2ccc(O)c(O)c2)oc2cc(O)cc(O)c12. The result is 0 (inactive). (3) The drug is Nc1cccc2c1C(=O)N(C1CCC(=O)NC1=O)C2=O. The result is 0 (inactive). (4) The compound is CN1C(C(=O)Nc2ccccn2)=C(O)c2sccc2S1(=O)=O. The result is 0 (inactive). (5) The compound is Cc1cc2nc3c(=O)[nH]c(=O)nc-3n(C[C@H](O)[C@H](O)[C@H](O)CO)c2cc1C. The result is 0 (inactive). (6) The drug is CC(=O)c1ccc(S(=O)(=O)NC(=O)NC2CCCCC2)cc1. The result is 0 (inactive). (7) The compound is Cl.O[C@@H](c1cc(C(F)(F)F)nc2c(C(F)(F)F)cccc12)[C@H]1CCCCN1. The result is 0 (inactive). (8) The molecule is NC(N)=Nc1nc(CSCC/C(N)=N/S(N)(=O)=O)cs1. The result is 0 (inactive).